Dataset: Reaction yield outcomes from USPTO patents with 853,638 reactions. Task: Predict the reaction yield, written as a fraction of the theoretical maximum amount of product (1.0 means a 100% yield; for example, 0.34 means a 34% yield). (1) The reactants are C([N:8]1[C:20]2[C:19]([O:21][CH2:22][CH2:23][CH2:24]Br)=[C:18]3[N:26](C(OC(C)(C)C)=O)[C:27]4[CH:28]=[CH:29][C:30]([F:33])=[CH:31][C:32]=4[C:17]3=[CH:16][C:15]=2[C:14]2[C:9]1=[CH:10][CH:11]=[C:12]([F:41])[CH:13]=2)(OC(C)(C)C)=O.[OH:42][C:43]1[CH2:47][CH2:46][NH:45][CH:44]=1. No catalyst specified. The product is [F:41][C:12]1[CH:13]=[C:14]2[C:9](=[CH:10][CH:11]=1)[NH:8][C:20]1[C:19]([O:21][CH2:22][CH2:23][CH2:24][N:45]3[CH2:46][CH2:47][CH:43]([OH:42])[CH2:44]3)=[C:18]3[NH:26][C:27]4[CH:28]=[CH:29][C:30]([F:33])=[CH:31][C:32]=4[C:17]3=[CH:16][C:15]2=1. The yield is 0.900. (2) The reactants are Br[C:2]1[CH:7]=[CH:6][CH:5]=[CH:4][C:3]=1[NH:8][C:9]1[N:18]=[CH:17][C:16]2[CH2:15][CH2:14][C:13]3[C:19]([C:23]([NH:25][C:26]4[C:31]([CH2:32][CH3:33])=[CH:30][CH:29]=[CH:28][C:27]=4[CH2:34][CH3:35])=[O:24])=[N:20][N:21]([CH3:22])[C:12]=3[C:11]=2[N:10]=1.[Na+].[I-:37].II. The catalyst is O1CCOCC1.ClCCl.CO.[Cu]I. The product is [CH2:34]([C:27]1[CH:28]=[CH:29][CH:30]=[C:31]([CH2:32][CH3:33])[C:26]=1[NH:25][C:23]([C:19]1[C:13]2[CH2:14][CH2:15][C:16]3[CH:17]=[N:18][C:9]([NH:8][C:3]4[CH:4]=[CH:5][CH:6]=[CH:7][C:2]=4[I:37])=[N:10][C:11]=3[C:12]=2[N:21]([CH3:22])[N:20]=1)=[O:24])[CH3:35]. The yield is 0.500. (3) The reactants are [H-].[Na+].[CH3:3][O:4][CH2:5][CH2:6][O:7]CCO.[CH2:11]([O:13][C:14](=[O:42])[CH2:15][CH2:16][CH2:17][CH2:18][CH2:19][O:20][CH2:21][CH2:22][O:23][CH2:24][CH2:25][O:26][CH2:27][CH2:28][O:29][CH2:30][CH2:31][O:32][CH2:33][CH2:34][O:35][CH2:36][CH2:37]S(C)(=O)=O)[CH3:12]. The catalyst is C1(C)C=CC=CC=1. The product is [CH2:11]([O:13][C:14](=[O:42])[CH2:15][CH2:16][CH2:17][CH2:18][CH2:19][O:20][CH2:21][CH2:22][O:23][CH2:24][CH2:25][O:26][CH2:27][CH2:28][O:29][CH2:30][CH2:31][O:32][CH2:33][CH2:34][O:35][CH2:36][CH2:37][O:7][CH2:6][CH2:5][O:4][CH3:3])[CH3:12]. The yield is 0.570.